This data is from Reaction yield outcomes from USPTO patents with 853,638 reactions. The task is: Predict the reaction yield, written as a fraction of the theoretical maximum amount of product (1.0 means a 100% yield; for example, 0.34 means a 34% yield). (1) The reactants are [N+:1]([C:4]1[CH:11]=[CH:10][C:7]([CH2:8]O)=[CH:6][C:5]=1[O:12][CH3:13])([O-:3])=[O:2].C1(P(C2C=CC=CC=2)C2C=CC=CC=2)C=CC=CC=1.[C:33]1(=[O:43])[NH:37][C:36](=[O:38])[C:35]2=[CH:39][CH:40]=[CH:41][CH:42]=[C:34]12. The catalyst is C1COCC1. The product is [CH3:13][O:12][C:5]1[CH:6]=[C:7]([CH:10]=[CH:11][C:4]=1[N+:1]([O-:3])=[O:2])[CH2:8][N:37]1[C:33](=[O:43])[C:34]2[C:35](=[CH:39][CH:40]=[CH:41][CH:42]=2)[C:36]1=[O:38]. The yield is 0.810. (2) The reactants are [F:1][C:2]([F:21])([F:20])[C:3]1[CH:8]=[CH:7][C:6]([C:9]2[CH:10]=[C:11]3[C:16](=[CH:17][CH:18]=2)[CH2:15][C:14](=[O:19])[CH2:13][CH2:12]3)=[CH:5][CH:4]=1.[BH4-].[Na+].Cl.C(OCC)(=O)C. The catalyst is C1COCC1. The product is [F:1][C:2]([F:20])([F:21])[C:3]1[CH:4]=[CH:5][C:6]([C:9]2[CH:10]=[C:11]3[C:16](=[CH:17][CH:18]=2)[CH2:15][CH:14]([OH:19])[CH2:13][CH2:12]3)=[CH:7][CH:8]=1. The yield is 0.410.